Dataset: Catalyst prediction with 721,799 reactions and 888 catalyst types from USPTO. Task: Predict which catalyst facilitates the given reaction. (1) Reactant: [Cl:1][C:2]1[CH:12]=[CH:11][C:10]([O:13][CH2:14][C:15]2[NH:16][C:17](=[O:25])[C:18]3[CH:24]=[CH:23][N:22]=[CH:21][C:19]=3[N:20]=2)=[CH:9][C:3]=1[C:4]([O:6]CC)=[O:5].[OH-].[Na+].Cl. Product: [Cl:1][C:2]1[CH:12]=[CH:11][C:10]([O:13][CH2:14][C:15]2[NH:16][C:17](=[O:25])[C:18]3[CH:24]=[CH:23][N:22]=[CH:21][C:19]=3[N:20]=2)=[CH:9][C:3]=1[C:4]([OH:6])=[O:5]. The catalyst class is: 5. (2) Reactant: [CH:1]1([C@H:5]([NH:7][C:8]2[N:16]=C(C#N)[N:14]=[C:13]3[C:9]=2[N:10]([CH2:29][C@H:30]2[CH2:35][CH2:34][C@H:33]([CH3:36])[CH2:32][CH2:31]2)[C:11]([N:19]2[CH2:24][CH2:23][CH2:22][CH2:21][CH:20]2[CH2:25][CH:26]([CH3:28])[CH3:27])=[N:12]3)[CH3:6])[CH2:4][CH2:3][CH2:2]1.[OH-:37].[Na+].Cl.[CH2:40]([OH:42])[CH3:41]. Product: [CH:1]1([C@H:5]([NH:7][C:8]2[N:16]=[C:41]([C:40]([OH:37])=[O:42])[N:14]=[C:13]3[C:9]=2[N:10]([CH2:29][C@H:30]2[CH2:35][CH2:34][C@H:33]([CH3:36])[CH2:32][CH2:31]2)[C:11]([N:19]2[CH2:24][CH2:23][CH2:22][CH2:21][CH:20]2[CH2:25][CH:26]([CH3:28])[CH3:27])=[N:12]3)[CH3:6])[CH2:4][CH2:3][CH2:2]1. The catalyst class is: 6. (3) Reactant: [CH3:1][O:2][C:3]1[CH:9]=[CH:8][C:6]([NH2:7])=[C:5]([C:10]([F:13])([F:12])[F:11])[CH:4]=1.[N:14]([O-])=O.[Na+].[Cl:18][Sn]Cl.Cl.C(O)(C(F)(F)F)=O. Product: [ClH:18].[CH3:1][O:2][C:3]1[CH:9]=[CH:8][C:6]([NH:7][NH2:14])=[C:5]([C:10]([F:11])([F:12])[F:13])[CH:4]=1. The catalyst class is: 6.